This data is from Peptide-MHC class II binding affinity with 134,281 pairs from IEDB. The task is: Regression. Given a peptide amino acid sequence and an MHC pseudo amino acid sequence, predict their binding affinity value. This is MHC class II binding data. (1) The peptide sequence is DFLAKKGGEAMDTIS. The MHC is DRB1_0301 with pseudo-sequence DRB1_0301. The binding affinity (normalized) is 0.248. (2) The peptide sequence is AGLLGVVSTVLLGGV. The MHC is DRB1_0901 with pseudo-sequence DRB1_0901. The binding affinity (normalized) is 0.542.